This data is from Full USPTO retrosynthesis dataset with 1.9M reactions from patents (1976-2016). The task is: Predict the reactants needed to synthesize the given product. Given the product [Cl:1][C:2]1[N:7]=[CH:6][N:5]=[C:4]([NH:8][C@H:9]2[C@@H:10]3[O:17][C:19]([CH3:24])([CH3:20])[O:16][C@@H:11]3[C@@H:12]([CH2:14][OH:15])[CH2:13]2)[CH:3]=1, predict the reactants needed to synthesize it. The reactants are: [Cl:1][C:2]1[N:7]=[CH:6][N:5]=[C:4]([NH:8][C@@H:9]2[CH2:13][C@H:12]([CH2:14][OH:15])[C@@H:11]([OH:16])[C@H:10]2[OH:17])[CH:3]=1.O.[C:19]1(C)[CH:24]=CC(S(O)(=O)=O)=C[CH:20]=1.COC(OC)(C)C.